Task: Predict the reaction yield, written as a fraction of the theoretical maximum amount of product (1.0 means a 100% yield; for example, 0.34 means a 34% yield).. Dataset: Reaction yield outcomes from USPTO patents with 853,638 reactions (1) The reactants are Br[C:2]1[N:7]=[CH:6][C:5]([N:8]2[CH2:12][C:11]([CH3:14])([CH3:13])[N:10]([CH3:15])[C:9]2=[O:16])=[CH:4][CH:3]=1.[C:17]1([C:23]#[CH:24])[CH:22]=[CH:21][CH:20]=[CH:19][CH:18]=1.C(N(CC)CC)C. The catalyst is CN(C=O)C.C1C=CC(P(C2C=CC=CC=2)C2C=CC=CC=2)=CC=1.C1C=CC(P(C2C=CC=CC=2)C2C=CC=CC=2)=CC=1.Cl[Pd]Cl.[Cu]I.C1(P(C2C=CC=CC=2)C2C=CC=CC=2)C=CC=CC=1. The product is [CH3:15][N:10]1[C:11]([CH3:14])([CH3:13])[CH2:12][N:8]([C:5]2[CH:6]=[N:7][C:2]([C:24]#[C:23][C:17]3[CH:22]=[CH:21][CH:20]=[CH:19][CH:18]=3)=[CH:3][CH:4]=2)[C:9]1=[O:16]. The yield is 0.610. (2) The reactants are [O:1]=[C:2]1[CH2:6][S:5][C:4](=[S:7])[N:3]1[NH:8][C:9]1[CH:17]=[CH:16][CH:15]=[CH:14][C:10]=1[C:11]([OH:13])=[O:12].[F:18][C:19]([F:34])([F:33])[C:20]1[CH:21]=[C:22]([C:26]2[O:30][C:29]([CH:31]=O)=[CH:28][CH:27]=2)[CH:23]=[CH:24][CH:25]=1.C(O)(=O)C.C(O)(=O)C.C(N)CN.S([O-])(O)=O.[Na+]. The catalyst is CO. The product is [O:1]=[C:2]1[C:6](=[CH:31][C:29]2[O:30][C:26]([C:22]3[CH:23]=[CH:24][CH:25]=[C:20]([C:19]([F:33])([F:18])[F:34])[CH:21]=3)=[CH:27][CH:28]=2)[S:5][C:4](=[S:7])[N:3]1[NH:8][C:9]1[CH:17]=[CH:16][CH:15]=[CH:14][C:10]=1[C:11]([OH:13])=[O:12]. The yield is 0.790. (3) The reactants are Cl[C:2]1[C:7]([CH:8]=O)=[CH:6][CH:5]=[CH:4][N:3]=1.C(N(CC)CC)C.[C:17]([O:21][CH3:22])(=[O:20])[CH2:18][SH:19]. The catalyst is CC#N. The product is [CH3:22][O:21][C:17]([C:18]1[S:19][C:2]2=[N:3][CH:4]=[CH:5][CH:6]=[C:7]2[CH:8]=1)=[O:20]. The yield is 0.290. (4) The reactants are C(OC([N:8]1[CH2:13][CH:12]=[C:11]([C:14]2[C:19]([CH:20]3[CH2:23][N:22]([C:24]([C:26]4[NH:30][C:29]5[CH:31]=[CH:32][CH:33]=[CH:34][C:28]=5[N:27]=4)=[O:25])[CH2:21]3)=[N:18][CH:17]=[CH:16][N:15]=2)[CH2:10][CH2:9]1)=O)(C)(C)C.[ClH:35]. The catalyst is CO. The product is [ClH:35].[NH:27]1[C:28]2[CH:34]=[CH:33][CH:32]=[CH:31][C:29]=2[N:30]=[C:26]1[C:24]([N:22]1[CH2:21][CH:20]([C:19]2[C:14]([C:11]3[CH2:12][CH2:13][NH:8][CH2:9][CH:10]=3)=[N:15][CH:16]=[CH:17][N:18]=2)[CH2:23]1)=[O:25]. The yield is 1.00. (5) The reactants are [C:1]([N:8]1[CH2:13][CH2:12][NH:11][CH2:10][CH2:9]1)([O:3][C:4]([CH3:7])([CH3:6])[CH3:5])=[O:2].C([O-])([O-])=O.[K+].[K+].Br[CH2:21][CH2:22][O:23][CH3:24]. The catalyst is C(#N)C.O. The product is [C:1]([N:8]1[CH2:9][CH2:10][N:11]([CH2:21][CH2:22][O:23][CH3:24])[CH2:12][CH2:13]1)([O:3][C:4]([CH3:7])([CH3:6])[CH3:5])=[O:2]. The yield is 0.760. (6) The reactants are CNCCNC.C(N(C(C)C)CC)(C)C.[Na+].[C:17]1([S:23]([O-:25])=[O:24])[CH:22]=[CH:21][CH:20]=[CH:19][CH:18]=1.[F:26][C:27]1[CH:28]=[CH:29][CH:30]=[C:31]2[C:36]=1[N:35]=[CH:34][C:33](I)=[CH:32]2. The catalyst is [Cu](I)I.O.CS(C)=O. The product is [F:26][C:27]1[CH:28]=[CH:29][CH:30]=[C:31]2[C:36]=1[N:35]=[CH:34][C:33]([S:23]([C:17]1[CH:22]=[CH:21][CH:20]=[CH:19][CH:18]=1)(=[O:25])=[O:24])=[CH:32]2. The yield is 0.750.